Task: Predict which catalyst facilitates the given reaction.. Dataset: Catalyst prediction with 721,799 reactions and 888 catalyst types from USPTO (1) Reactant: [CH:1]1([CH2:4][O:5][C:6]2[N:11]=[C:10]([C:12]([OH:14])=O)[CH:9]=[CH:8][C:7]=2[N:15]2[CH2:18][C:17]([F:20])([F:19])[CH2:16]2)[CH2:3][CH2:2]1.[CH3:21][NH:22][C:23]([CH3:26])([CH3:25])[CH3:24].O.ON1C2C=CC=CC=2N=N1.Cl.CN(C)CCCN=C=NCC.CCN(C(C)C)C(C)C. Product: [C:23]([N:22]([CH3:21])[C:12]([C:10]1[CH:9]=[CH:8][C:7]([N:15]2[CH2:18][C:17]([F:20])([F:19])[CH2:16]2)=[C:6]([O:5][CH2:4][CH:1]2[CH2:2][CH2:3]2)[N:11]=1)=[O:14])([CH3:26])([CH3:25])[CH3:24]. The catalyst class is: 3. (2) Reactant: C([N:8]([CH:19]1[CH2:24][CH2:23][N:22]([CH2:25][CH2:26][OH:27])[CH2:21][CH:20]1[F:28])C(=O)OCC1C=CC=CC=1)C1C=CC=CC=1.CO.ClCCl.[C:42](O[C:42]([O:44][C:45]([CH3:48])([CH3:47])[CH3:46])=[O:43])([O:44][C:45]([CH3:48])([CH3:47])[CH3:46])=[O:43]. Product: [F:28][CH:20]1[CH:19]([NH:8][C:42](=[O:43])[O:44][C:45]([CH3:46])([CH3:47])[CH3:48])[CH2:24][CH2:23][N:22]([CH2:25][CH2:26][OH:27])[CH2:21]1. The catalyst class is: 261. (3) Reactant: [NH2:1][C:2]1[CH:3]=[CH:4][CH:5]=[C:6]2[C:11]=1[N:10]([CH2:12][C:13]1[CH:18]=[CH:17][CH:16]=[CH:15][CH:14]=1)[C:9](=[O:19])[CH:8]([NH:20][C:21](=[O:27])[O:22][C:23]([CH3:26])([CH3:25])[CH3:24])[CH2:7]2.[CH:28](=O)[CH3:29].C(O)(=O)C.C([BH3-])#N.[Na+]. Product: [CH2:12]([N:10]1[C:11]2[C:6](=[CH:5][CH:4]=[CH:3][C:2]=2[NH:1][CH2:28][CH3:29])[CH2:7][CH:8]([NH:20][C:21](=[O:27])[O:22][C:23]([CH3:24])([CH3:26])[CH3:25])[C:9]1=[O:19])[C:13]1[CH:18]=[CH:17][CH:16]=[CH:15][CH:14]=1. The catalyst class is: 5. (4) Reactant: [Cl:1][C:2]1[CH:7]=[CH:6][C:5]([Cl:8])=[CH:4][C:3]=1[CH2:9][N:10]1[C:15](=[O:16])[CH:14]=[CH:13][CH:12]=[C:11]1[C:17]([O:19]C)=[O:18].[Li+].[OH-].O1CCCC1.O. Product: [Cl:1][C:2]1[CH:7]=[CH:6][C:5]([Cl:8])=[CH:4][C:3]=1[CH2:9][N:10]1[C:15](=[O:16])[CH:14]=[CH:13][CH:12]=[C:11]1[C:17]([OH:19])=[O:18]. The catalyst class is: 30. (5) Reactant: C(OC([N:11]([CH2:27][CH:28]([CH3:30])[CH3:29])[C@H:12]1[CH2:17][C@@H:16]([CH2:18]O)[CH2:15][N:14]([C:20]([O:22][C:23]([CH3:26])([CH3:25])[CH3:24])=[O:21])[CH2:13]1)=O)C1C=CC=CC=1.[C:31]1(=O)[NH:35][C:34](=[O:36])[C:33]2=CC=CC=[C:32]12.N(C(OC(C)C)=O)=NC(OC(C)C)=O.C1(P(C2C=CC=CC=2)C2C=CC=CC=2)C=CC=CC=1. Product: [CH3:30][CH:28]([CH3:29])[CH2:27][NH:11][C@H:12]1[CH2:17][C@@H:16]([CH2:18][N:35]2[CH2:31][CH2:32][CH2:33][C:34]2=[O:36])[CH2:15][N:14]([C:20]([O:22][C:23]([CH3:24])([CH3:25])[CH3:26])=[O:21])[CH2:13]1. The catalyst class is: 1. (6) Reactant: [NH2:1][C:2]1[N:7]=[CH:6][C:5]([O:8][C:9]2[C:18]3[C:13](=[CH:14][C:15]([O:21][CH2:22][CH:23]4[CH2:28][CH2:27][N:26](C(OC(C)(C)C)=O)[CH2:25][CH2:24]4)=[C:16]([O:19][CH3:20])[CH:17]=3)[N:12]=[CH:11][CH:10]=2)=[CH:4][CH:3]=1.[C:36]1([C:42]2[N:43]=[C:44]([C:47](O)=[O:48])[S:45][CH:46]=2)[CH:41]=[CH:40][CH:39]=[CH:38][CH:37]=1.CCN(C(C)C)C(C)C.CN(C(ON1N=NC2C=CC=NC1=2)=[N+](C)C)C.F[P-](F)(F)(F)(F)F. Product: [CH3:20][O:19][C:16]1[CH:17]=[C:18]2[C:13](=[CH:14][C:15]=1[O:21][CH2:22][CH:23]1[CH2:28][CH2:27][NH:26][CH2:25][CH2:24]1)[N:12]=[CH:11][CH:10]=[C:9]2[O:8][C:5]1[CH:4]=[CH:3][C:2]([NH:1][C:47]([C:44]2[S:45][CH:46]=[C:42]([C:36]3[CH:37]=[CH:38][CH:39]=[CH:40][CH:41]=3)[N:43]=2)=[O:48])=[N:7][CH:6]=1. The catalyst class is: 31.